Task: Predict the reaction yield, written as a fraction of the theoretical maximum amount of product (1.0 means a 100% yield; for example, 0.34 means a 34% yield).. Dataset: Reaction yield outcomes from USPTO patents with 853,638 reactions (1) The reactants are C([O:3][C:4](=O)[CH2:5][N:6]([CH2:17][CH2:18][CH2:19][N:20]([CH2:28][C:29]1[CH:37]=[CH:36][C:32]2[O:33][CH2:34][O:35][C:31]=2[CH:30]=1)C(OC(C)(C)C)=O)[C:7]1[S:11][N:10]=[C:9]([N:12]2[CH:16]=[CH:15][N:14]=[CH:13]2)[N:8]=1)C.[NH3:39]. The catalyst is CO.CCOC(C)=O. The product is [O:33]1[C:32]2[CH:36]=[CH:37][C:29]([CH2:28][NH:20][CH2:19][CH2:18][CH2:17][N:6]([C:7]3[S:11][N:10]=[C:9]([N:12]4[CH:16]=[CH:15][N:14]=[CH:13]4)[N:8]=3)[CH2:5][C:4]([NH2:39])=[O:3])=[CH:30][C:31]=2[O:35][CH2:34]1. The yield is 0.600. (2) The reactants are [N:1]1[CH:6]=[CH:5][CH:4]=[CH:3][C:2]=1[C:7]1[N:11]=[C:10]([C:12]2[CH:17]=[C:16]([C:18]([O:20]C)=[O:19])[CH:15]=[C:14]([O:22][CH2:23][CH:24]=[CH2:25])[CH:13]=2)[O:9][N:8]=1.[OH-].[Na+]. The catalyst is CO. The product is [N:1]1[CH:6]=[CH:5][CH:4]=[CH:3][C:2]=1[C:7]1[N:11]=[C:10]([C:12]2[CH:17]=[C:16]([C:18]([OH:20])=[O:19])[CH:15]=[C:14]([O:22][CH2:23][CH:24]=[CH2:25])[CH:13]=2)[O:9][N:8]=1. The yield is 0.940. (3) The product is [C:12]1([CH:9]([C:6]2[CH:7]=[CH:8][C:3]([C:26]3[CH:27]=[N:28][NH:29][CH:30]=3)=[CH:4][CH:5]=2)[CH2:10][NH2:11])[CH:17]=[CH:16][CH:15]=[CH:14][CH:13]=1. The catalyst is C1(C)C=CC=CC=1.C(O)C.O.CC(C)([P](C(C)(C)C)([Pd][P](C(C)(C)C)(C(C)(C)C)C(C)(C)C)C(C)(C)C)C. The reactants are Cl.Cl[C:3]1[CH:8]=[CH:7][C:6]([CH:9]([C:12]2[CH:17]=[CH:16][CH:15]=[CH:14][CH:13]=2)[CH2:10][NH2:11])=[CH:5][CH:4]=1.CC1(C)C(C)(C)OB([C:26]2[CH:27]=[N:28][NH:29][CH:30]=2)O1.C(=O)([O-])[O-].[K+].[K+]. The yield is 0.0900. (4) The reactants are [NH:1]1[CH2:6][CH2:5][CH2:4][CH2:3][CH2:2]1.C(OC([NH:14][CH2:15][C:16]1[CH:24]=[CH:23][C:19]([C:20](O)=[O:21])=[CH:18][CH:17]=1)=O)(C)(C)C. No catalyst specified. The product is [N:1]1([C:20]([C:19]2[CH:23]=[CH:24][C:16]([CH2:15][NH2:14])=[CH:17][CH:18]=2)=[O:21])[CH2:6][CH2:5][CH2:4][CH2:3][CH2:2]1. The yield is 1.00.